This data is from Full USPTO retrosynthesis dataset with 1.9M reactions from patents (1976-2016). The task is: Predict the reactants needed to synthesize the given product. (1) The reactants are: [Cl:1][C:2]1[CH:7]=[CH:6][C:5](I)=[CH:4][C:3]=1[CH3:9].C1(P(C2C=CC=CC=2)C2C=CC=CC=2)C=CC=CC=1.[CH2:29]([OH:32])[C:30]#[CH:31].C(N(C(C)C)CC)(C)C. Given the product [Cl:1][C:2]1[CH:7]=[CH:6][C:5]([C:31]#[C:30][CH2:29][OH:32])=[CH:4][C:3]=1[CH3:9], predict the reactants needed to synthesize it. (2) Given the product [Cl:32][C:20]1[CH:21]=[CH:22][C:23]([C:25](=[O:31])[NH:26][CH2:27][C@@H:28]([OH:30])[CH3:29])=[CH:24][C:19]=1[N:17]([CH3:18])[C:15]([C:13]1[S:12][C:11]2[C:5]3[CH:4]=[CH:3][C:2]([C:37]([NH:82][CH2:81][CH2:80][S:77]([CH3:76])(=[O:79])=[O:78])=[O:55])=[CH:33][C:6]=3[O:7][CH2:8][CH2:9][C:10]=2[CH:14]=1)=[O:16], predict the reactants needed to synthesize it. The reactants are: Br[C:2]1[CH:3]=[CH:4][C:5]2[C:11]3[S:12][C:13]([C:15]([N:17]([C:19]4[CH:24]=[C:23]([C:25](=[O:31])[NH:26][CH2:27][C@@H:28]([OH:30])[CH3:29])[CH:22]=[CH:21][C:20]=4[Cl:32])[CH3:18])=[O:16])=[CH:14][C:10]=3[CH2:9][CH2:8][O:7][C:6]=2[CH:33]=1.CC1(C)C2C(=C(P(C3C=CC=CC=3)C3C=CC=CC=3)C=CC=2)[O:55][C:37]2C(P(C3C=CC=CC=3)C3C=CC=CC=3)=CC=CC1=2.[CH3:76][S:77]([CH2:80][CH2:81][NH2:82])(=[O:79])=[O:78].Cl.C([O-])([O-])=O.[Na+].[Na+].